This data is from Forward reaction prediction with 1.9M reactions from USPTO patents (1976-2016). The task is: Predict the product of the given reaction. (1) The product is: [Cl:1][C:2]1[CH:3]=[C:4]([C:9]2([CH2:15][NH:16][C:17](=[O:39])[C:18]3[C:23]([F:24])=[C:22]([S:25][C:26]4[S:30][C:29]([NH:31][C:32]5[CH:37]=[C:36]([CH3:38])[CH:35]=[CH:34][N:33]=5)=[N:28][CH:27]=4)[CH:21]=[CH:20][N:19]=3)[CH2:10][CH2:11][N:12]([C:41]([O:43][CH2:44][CH2:45][O:46][CH3:47])=[O:42])[CH2:13][CH2:14]2)[CH:5]=[CH:6][C:7]=1[Cl:8]. Given the reactants [Cl:1][C:2]1[CH:3]=[C:4]([C:9]2([CH2:15][NH:16][C:17](=[O:39])[C:18]3[C:23]([F:24])=[C:22]([S:25][C:26]4[S:30][C:29]([NH:31][C:32]5[CH:37]=[C:36]([CH3:38])[CH:35]=[CH:34][N:33]=5)=[N:28][CH:27]=4)[CH:21]=[CH:20][N:19]=3)[CH2:14][CH2:13][NH:12][CH2:11][CH2:10]2)[CH:5]=[CH:6][C:7]=1[Cl:8].Cl[C:41]([O:43][CH2:44][CH2:45][O:46][CH3:47])=[O:42], predict the reaction product. (2) Given the reactants [CH3:1][NH:2][CH2:3][C@H:4]1[O:8][C@@H:7]([N:9]2[C:18]3[N:17]=[CH:16][N:15]=[C:13]([NH2:14])[C:12]=3[N:11]=[C:10]2C)[C@H:6]([OH:20])[C@@H:5]1[OH:21].ClC[C@H]1O[C@@H:27]([N:29]2C3N=CN=C(N)C=3N=C2NC)[C@H](O)[C@@H]1O, predict the reaction product. The product is: [CH3:1][NH:2][CH2:3][C@H:4]1[O:8][C@@H:7]([N:9]2[C:18]3[N:17]=[CH:16][N:15]=[C:13]([NH2:14])[C:12]=3[N:11]=[C:10]2[NH:29][CH3:27])[C@H:6]([OH:20])[C@@H:5]1[OH:21]. (3) Given the reactants [C:1]([OH:13])(=[O:12])[C:2]1[CH:11]=[CH:10][C:7]([O:8][CH3:9])=[C:4]([O:5][CH3:6])[CH:3]=1.[Cl:14][C:15]([Cl:20])([Cl:19])[CH:16](O)O, predict the reaction product. The product is: [CH3:9][O:8][C:7]1[CH:10]=[C:11]2[C:2](=[CH:3][C:4]=1[O:5][CH3:6])[C:1](=[O:13])[O:12][CH:16]2[C:15]([Cl:20])([Cl:19])[Cl:14]. (4) Given the reactants [CH3:1][C:2]([C:7]1[N:8]=[C:9]([C:12]2[CH:17]=[CH:16][N:15]=[C:14]3[NH:18][N:19]=[CH:20][C:13]=23)[S:10][CH:11]=1)([CH2:5]C)[C:3]#[N:4].[OH-].[Na+].[Cl:23][O-].[Na+], predict the reaction product. The product is: [Cl:23][C:20]1[C:13]2[C:14](=[N:15][CH:16]=[CH:17][C:12]=2[C:9]2[S:10][CH:11]=[C:7]([C:2]([CH3:5])([CH3:1])[C:3]#[N:4])[N:8]=2)[NH:18][N:19]=1. (5) Given the reactants CC(C)([O:4][C@H:5]1[C@:9]2([CH3:23])[CH2:10][CH2:11][C@@H:12]3[C@@H:21]([C@H:8]2[CH2:7][CH2:6]1)[CH2:20][C@@H:19]1[C:14](=[CH:15][C:16](=[O:22])[CH2:17][CH2:18]1)[CH2:13]3)C.Cl, predict the reaction product. The product is: [OH:4][C@H:5]1[C@:9]2([CH3:23])[CH2:10][CH2:11][C@@H:12]3[C@@H:21]([C@H:8]2[CH2:7][CH2:6]1)[CH2:20][C@@H:19]1[C:14](=[CH:15][C:16](=[O:22])[CH2:17][CH2:18]1)[CH2:13]3. (6) Given the reactants [CH:1]1(B(O)O)[CH2:3][CH2:2]1.[CH3:7][N:8]([C:18]1[CH:23]=[CH:22][C:21]([NH:24][C:25]([NH:27][C:28]2[CH:33]=[CH:32][CH:31]=[CH:30][CH:29]=2)=[O:26])=[CH:20][CH:19]=1)[S:9]([C:12]1[S:13][C:14](Br)=[CH:15][CH:16]=1)(=[O:11])=[O:10].C([O-])([O-])=O.[Na+].[Na+], predict the reaction product. The product is: [CH3:7][N:8]([C:18]1[CH:19]=[CH:20][C:21]([NH:24][C:25]([NH:27][C:28]2[CH:33]=[CH:32][CH:31]=[CH:30][CH:29]=2)=[O:26])=[CH:22][CH:23]=1)[S:9]([C:12]1[S:13][C:14]([CH:1]2[CH2:2][CH2:3]2)=[CH:15][CH:16]=1)(=[O:11])=[O:10]. (7) Given the reactants [F:1][C:2]1[CH:3]=[C:4]([C@@H:8]2[N:12]([C:13]([O:15][C:16]([CH3:19])([CH3:18])[CH3:17])=[O:14])[C@H:11]([C:20]([O:22][CH2:23][CH3:24])=[O:21])[CH2:10][CH2:9]2)[CH:5]=[N:6][CH:7]=1.[CH3:25][Si]([N-][Si](C)(C)C)(C)C.[K+].C1(C)C=CC=CC=1.CI.[Na+].[Cl-], predict the reaction product. The product is: [F:1][C:2]1[CH:3]=[C:4]([C@@H:8]2[N:12]([C:13]([O:15][C:16]([CH3:17])([CH3:18])[CH3:19])=[O:14])[C@:11]([CH3:25])([C:20]([O:22][CH2:23][CH3:24])=[O:21])[CH2:10][CH2:9]2)[CH:5]=[N:6][CH:7]=1. (8) Given the reactants C([O:5][C:6](=[O:30])[CH:7]([CH2:21][C:22]1[CH:27]=[CH:26][C:25]([Cl:28])=[C:24]([Cl:29])[CH:23]=1)[CH2:8][NH:9][C:10]([C:12]1([CH2:17][C:18]([OH:20])=[O:19])[CH2:16][CH2:15][CH2:14][CH2:13]1)=[O:11])(C)(C)C.C(O)(C(F)(F)F)=O, predict the reaction product. The product is: [C:18]([CH2:17][C:12]1([C:10]([NH:9][CH2:8][CH:7]([CH2:21][C:22]2[CH:27]=[CH:26][C:25]([Cl:28])=[C:24]([Cl:29])[CH:23]=2)[C:6]([OH:30])=[O:5])=[O:11])[CH2:16][CH2:15][CH2:14][CH2:13]1)([OH:20])=[O:19].